This data is from Full USPTO retrosynthesis dataset with 1.9M reactions from patents (1976-2016). The task is: Predict the reactants needed to synthesize the given product. (1) Given the product [F:40][C:41]([F:46])([F:45])[C:42]([OH:44])=[O:43].[CH2:63]([O:62][C:53]1([C:55]2[CH:60]=[CH:59][CH:58]=[CH:57][C:56]=2[CH3:61])[CH2:52][N:51]([C:49](=[O:50])[CH:48]([NH:47][C:15](=[O:17])[CH2:8][CH2:9][C:10]2[NH:14][CH:13]=[N:12][CH:11]=2)[CH2:67][C:68]2[CH:73]=[CH:72][C:71]([O:74][CH3:75])=[CH:70][C:69]=2[OH:25])[CH2:54]1)[CH2:64][CH2:65][CH3:66], predict the reactants needed to synthesize it. The reactants are: C(N(CC)CC)C.[CH2:8]([C:15]([OH:17])=O)[CH2:9][C:10]1[N:14]=[CH:13][NH:12][CH:11]=1.CN(C([O:25]N1N=NC2C=CC=CC1=2)=[N+](C)C)C.[B-](F)(F)(F)F.[F:40][C:41]([F:46])([F:45])[C:42]([OH:44])=[O:43].[NH2:47][CH:48]([CH2:67][C:68]1[CH:73]=[CH:72][C:71]([O:74][CH3:75])=[C:70](O)[CH:69]=1)[C:49]([N:51]1[CH2:54][C:53]([O:62][CH2:63][CH2:64][CH2:65][CH3:66])([C:55]2[CH:60]=[CH:59][CH:58]=[CH:57][C:56]=2[CH3:61])[CH2:52]1)=[O:50].C(=O)([O-])O.[Na+]. (2) The reactants are: [CH3:1][O:2][C:3]1[CH:8]=[CH:7][C:6]([C:9]2[S:13][C:12]([C:14](Cl)=[O:15])=[CH:11][CH:10]=2)=[CH:5][CH:4]=1.[NH2:17][C:18]1[CH:23]=[CH:22][C:21]([N:24]2[CH2:28][CH2:27][C@H:26]([NH:29][C:30](=[O:36])[O:31][C:32]([CH3:35])([CH3:34])[CH3:33])[CH2:25]2)=[CH:20][C:19]=1[Br:37]. Given the product [Br:37][C:19]1[CH:20]=[C:21]([N:24]2[CH2:28][CH2:27][C@H:26]([NH:29][C:30](=[O:36])[O:31][C:32]([CH3:34])([CH3:33])[CH3:35])[CH2:25]2)[CH:22]=[CH:23][C:18]=1[NH:17][C:14]([C:12]1[S:13][C:9]([C:6]2[CH:7]=[CH:8][C:3]([O:2][CH3:1])=[CH:4][CH:5]=2)=[CH:10][CH:11]=1)=[O:15], predict the reactants needed to synthesize it. (3) Given the product [CH3:14][N:13]([CH3:15])[CH2:12][CH2:11][C:5]1[C:4]2[C:8](=[CH:9][CH:10]=[C:2]([C:16]#[N:17])[CH:3]=2)[NH:7][CH:6]=1, predict the reactants needed to synthesize it. The reactants are: Br[C:2]1[CH:3]=[C:4]2[C:8](=[CH:9][CH:10]=1)[NH:7][CH:6]=[C:5]2[CH2:11][CH2:12][N:13]([CH3:15])[CH3:14].[CH3:16][N:17](C=O)C. (4) Given the product [F:8][C:9]1[CH:14]=[CH:13][CH:12]=[CH:11][C:10]=1[O:15][C:17]1[CH:18]=[CH:19][C:20]([N+:23]([O-:25])=[O:24])=[N:21][CH:22]=1, predict the reactants needed to synthesize it. The reactants are: [H-].[Na+].CN(C)C=O.[F:8][C:9]1[CH:14]=[CH:13][CH:12]=[CH:11][C:10]=1[OH:15].Br[C:17]1[CH:18]=[CH:19][C:20]([N+:23]([O-:25])=[O:24])=[N:21][CH:22]=1. (5) Given the product [CH2:1]([O:8][C:9]1[CH:17]=[CH:16][CH:15]=[C:14]2[C:10]=1[CH2:11][CH2:12][CH:13]2[C:18]([N:30]([CH2:29][C:26]1[CH:25]=[CH:24][C:23]([N:22]([CH3:40])[CH3:21])=[CH:28][CH:27]=1)[C:31]1[CH:32]=[CH:33][C:34]([CH:37]([CH3:39])[CH3:38])=[CH:35][CH:36]=1)=[O:20])[C:2]1[CH:3]=[CH:4][CH:5]=[CH:6][CH:7]=1, predict the reactants needed to synthesize it. The reactants are: [CH2:1]([O:8][C:9]1[CH:17]=[CH:16][CH:15]=[C:14]2[C:10]=1[CH2:11][CH2:12][CH:13]2[C:18]([OH:20])=O)[C:2]1[CH:7]=[CH:6][CH:5]=[CH:4][CH:3]=1.[CH3:21][N:22]([CH3:40])[C:23]1[CH:28]=[CH:27][C:26]([CH2:29][NH:30][C:31]2[CH:36]=[CH:35][C:34]([CH:37]([CH3:39])[CH3:38])=[CH:33][CH:32]=2)=[CH:25][CH:24]=1. (6) Given the product [CH2:1]([O:3][C:4](=[O:37])[CH2:5][CH2:6][CH2:7][O:8][C:9]1[CH:14]=[CH:13][CH:12]=[C:11]([CH2:15][CH2:16][CH2:17][CH2:18][CH2:19][CH2:20][O:21][C:22]2[CH:27]=[C:26]([C:40]3[CH:39]=[N:38][CH:43]=[CH:42][CH:41]=3)[CH:25]=[C:24]([C:40]3[CH:39]=[N:38][CH:43]=[CH:42][CH:41]=3)[CH:23]=2)[C:10]=1[CH2:30][CH2:31][C:32]([O:34][CH2:35][CH3:36])=[O:33])[CH3:2], predict the reactants needed to synthesize it. The reactants are: [CH2:1]([O:3][C:4](=[O:37])[CH2:5][CH2:6][CH2:7][O:8][C:9]1[CH:14]=[CH:13][CH:12]=[C:11]([CH2:15][CH2:16][CH2:17][CH2:18][CH2:19][CH2:20][O:21][C:22]2[CH:27]=[C:26](Br)[CH:25]=[C:24](Br)[CH:23]=2)[C:10]=1[CH2:30][CH2:31][C:32]([O:34][CH2:35][CH3:36])=[O:33])[CH3:2].[N:38]1[CH:43]=[CH:42][CH:41]=[C:40](B(O)O)[CH:39]=1.